Dataset: Full USPTO retrosynthesis dataset with 1.9M reactions from patents (1976-2016). Task: Predict the reactants needed to synthesize the given product. (1) Given the product [CH:1]([C:29]1[C:28]([C:15]2[CH:14]=[C:13]([C:11]#[N:12])[N:17]([S:18]([C:21]3[CH:27]=[CH:26][C:24]([CH3:25])=[CH:23][CH:22]=3)(=[O:20])=[O:19])[CH:16]=2)=[N:30][NH:31][CH:32]=1)=[O:35], predict the reactants needed to synthesize it. The reactants are: [CH3:1]N(C=O)C.P(Cl)(Cl)(Cl)=O.[C:11]([C:13]1[N:17]([S:18]([C:21]2[CH:27]=[CH:26][C:24]([CH3:25])=[CH:23][CH:22]=2)(=[O:20])=[O:19])[CH:16]=[C:15]([C:28](=[N:30][NH:31][C:32](N)=O)[CH3:29])[CH:14]=1)#[N:12].[OH-:35].[Na+]. (2) Given the product [CH3:39][N:40]([CH3:44])[CH2:41][CH2:42][NH:43][C:32](=[O:33])[C:31]1[CH:35]=[CH:36][CH:37]=[CH:38][C:30]=1[S:27]([CH2:26][C:16]1[C:17]2[CH2:18][CH2:19][CH2:20][C:21](=[O:25])[C:22]=2[CH:23]=[CH:24][C:15]=1[O:14][C@@H:7]([C:8]1[CH:9]=[CH:10][CH:11]=[CH:12][CH:13]=1)[CH2:6][N:1]1[CH:5]=[CH:4][N:3]=[CH:2]1)(=[O:29])=[O:28], predict the reactants needed to synthesize it. The reactants are: [N:1]1([CH2:6][C@@H:7]([O:14][C:15]2[CH:24]=[CH:23][C:22]3[C:21](=[O:25])[CH2:20][CH2:19][CH2:18][C:17]=3[C:16]=2[CH2:26][S:27]([C:30]2[CH:38]=[CH:37][CH:36]=[CH:35][C:31]=2[C:32](O)=[O:33])(=[O:29])=[O:28])[C:8]2[CH:13]=[CH:12][CH:11]=[CH:10][CH:9]=2)[CH:5]=[CH:4][N:3]=[CH:2]1.[CH3:39][N:40]([CH3:44])[CH2:41][CH2:42][NH2:43]. (3) Given the product [CH3:10][Si:11]([CH3:13])([CH3:12])[CH2:14][CH2:15][O:16][CH2:17][N:3]1[C:4]2[CH:6]=[C:29]([C:30]([O:32][CH2:20][CH3:24])=[O:31])[NH:26][C:5]=2[N:1]=[CH:2]1, predict the reactants needed to synthesize it. The reactants are: [NH:1]1[CH:5]=[C:4]([CH:6]=O)[N:3]=[CH:2]1.[H-].[Na+].[CH3:10][Si:11]([CH2:14][CH2:15][O:16][CH2:17]Cl)([CH3:13])[CH3:12].N1C=CN=[C:20]1[CH:24]=O.[N:26]([CH2:29][C:30]([O-:32])=[O:31])=[N+]=[N-].[O-]CC.[Na+].[Cl-].[NH4+]. (4) Given the product [CH:21]1([C:19]2[C:18]([F:24])=[CH:17][N:16]=[C:15]([NH:5][C:4]3[CH:6]=[C:7]([C:9]4[S:13][CH:12]=[N:11][CH:10]=4)[CH:8]=[C:2]([F:1])[CH:3]=3)[N:20]=2)[CH2:23][CH2:22]1, predict the reactants needed to synthesize it. The reactants are: [F:1][C:2]1[CH:3]=[C:4]([CH:6]=[C:7]([C:9]2[S:13][CH:12]=[N:11][CH:10]=2)[CH:8]=1)[NH2:5].Cl[C:15]1[N:20]=[C:19]([CH:21]2[CH2:23][CH2:22]2)[C:18]([F:24])=[CH:17][N:16]=1.CC1(C)C2C(=C(P(C3C=CC=CC=3)C3C=CC=CC=3)C=CC=2)OC2C(P(C3C=CC=CC=3)C3C=CC=CC=3)=CC=CC1=2.C(=O)([O-])[O-].[Cs+].[Cs+]. (5) Given the product [O:1]1[CH:5]=[CH:4][C:3]([C:6]2[CH:16]=[C:15]([CH3:17])[C:9]([O:10][CH2:11][C:12]([NH:19][NH2:20])=[O:13])=[C:8]([CH3:18])[CH:7]=2)=[CH:2]1, predict the reactants needed to synthesize it. The reactants are: [O:1]1[CH:5]=[CH:4][C:3]([C:6]2[CH:16]=[C:15]([CH3:17])[C:9]([O:10][CH2:11][C:12]([O-])=[O:13])=[C:8]([CH3:18])[CH:7]=2)=[CH:2]1.[NH2:19][NH2:20]. (6) Given the product [S:1]1[C:5]2[CH:6]=[CH:7][C:8]([N:10]([C:11]3[C:20]4[C:15](=[CH:16][CH:17]=[C:18]([S:21]([CH3:24])(=[O:22])=[O:23])[CH:19]=4)[N:14]=[CH:13][CH:12]=3)[C:27](=[O:29])[CH3:28])=[CH:9][C:4]=2[N:3]=[CH:2]1, predict the reactants needed to synthesize it. The reactants are: [S:1]1[C:5]2[CH:6]=[CH:7][C:8]([NH:10][C:11]3[C:20]4[C:15](=[CH:16][CH:17]=[C:18]([S:21]([CH3:24])(=[O:23])=[O:22])[CH:19]=4)[N:14]=[CH:13][CH:12]=3)=[CH:9][C:4]=2[N:3]=[CH:2]1.[H-].[Na+].[C:27](Cl)(=[O:29])[CH3:28].O. (7) Given the product [CH2:7]([O:9][C:10]([C:11]1[CH:17]=[N:6][C:3]2[N:2]([N:1]=[CH:5][CH:4]=2)[C:12]=1[OH:13])=[O:21])[CH3:8], predict the reactants needed to synthesize it. The reactants are: [N:1]1[NH:2][C:3]([NH2:6])=[CH:4][CH:5]=1.[CH2:7]([O:9][C:10](=[O:21])[C:11](=[CH:17]OCC)[C:12](OCC)=[O:13])[CH3:8].C(O)(=O)C.